From a dataset of Forward reaction prediction with 1.9M reactions from USPTO patents (1976-2016). Predict the product of the given reaction. (1) Given the reactants [NH2:1][CH:2]([C:6]#[N:7])[C:3]([NH2:5])=[O:4].Cl.[C:9]1([CH2:15][C:16](=[NH:20])OCC)[CH:14]=[CH:13][CH:12]=[CH:11][CH:10]=1.[CH2:21](N)[CH2:22][CH3:23], predict the reaction product. The product is: [NH2:7][C:6]1[N:20]([CH2:21][CH2:22][CH3:23])[C:16]([CH2:15][C:9]2[CH:10]=[CH:11][CH:12]=[CH:13][CH:14]=2)=[N:1][C:2]=1[C:3]([NH2:5])=[O:4]. (2) Given the reactants C(OC([NH:8][C@H:9]([CH2:29][C:30]1[CH:35]=[C:34]([F:36])[C:33]([F:37])=[CH:32][C:31]=1[F:38])[CH2:10][C:11]([N:13]1[CH2:19][CH2:18][CH2:17][N:16]([CH3:20])[C:15](=[O:21])[C@H:14]1[CH2:22][C:23]1[CH:28]=[CH:27][CH:26]=[CH:25][CH:24]=1)=[O:12])=O)(C)(C)C.[ClH:39], predict the reaction product. The product is: [ClH:39].[NH2:8][C@H:9]([CH2:29][C:30]1[CH:35]=[C:34]([F:36])[C:33]([F:37])=[CH:32][C:31]=1[F:38])[CH2:10][C:11]([N:13]1[CH2:19][CH2:18][CH2:17][N:16]([CH3:20])[C:15](=[O:21])[C@H:14]1[CH2:22][C:23]1[CH:28]=[CH:27][CH:26]=[CH:25][CH:24]=1)=[O:12]. (3) Given the reactants C(P1(=O)OP(CCC)(=O)OP(CCC)(=O)O1)CC.[CH2:19]([O:27][CH2:28][CH2:29][C:30]([OH:32])=O)[CH2:20][C:21]1[CH:26]=[CH:25][CH:24]=[CH:23][CH:22]=1.[CH3:33][O:34][CH:35]([O:44][CH3:45])[CH2:36][NH:37][CH:38]1[CH2:43][CH2:42][CH2:41][CH2:40][CH2:39]1.C(=O)([O-])O.[Na+], predict the reaction product. The product is: [CH:38]1([N:37]([CH2:36][CH:35]([O:44][CH3:45])[O:34][CH3:33])[C:30](=[O:32])[CH2:29][CH2:28][O:27][CH2:19][CH2:20][C:21]2[CH:22]=[CH:23][CH:24]=[CH:25][CH:26]=2)[CH2:43][CH2:42][CH2:41][CH2:40][CH2:39]1. (4) Given the reactants C(O[CH:5]1[CH2:10][CH2:9][N:8]([C:11]2[CH:16]=[CH:15][C:14]([B:17]3[O:21][C:20]([CH3:23])([CH3:22])[C:19]([CH3:25])([CH3:24])[O:18]3)=[CH:13][CH:12]=2)[CH2:7][CH2:6]1)(=O)C.BrC1C=C[C:30]([N:33]2CCC(N(C)C)C[CH2:34]2)=CC=1, predict the reaction product. The product is: [CH3:30][N:33]([CH3:34])[CH:5]1[CH2:10][CH2:9][N:8]([C:11]2[CH:16]=[CH:15][C:14]([B:17]3[O:21][C:20]([CH3:23])([CH3:22])[C:19]([CH3:25])([CH3:24])[O:18]3)=[CH:13][CH:12]=2)[CH2:7][CH2:6]1. (5) Given the reactants C([O:3][C:4](=[O:25])[CH2:5][C:6]1[CH:11]=[CH:10][C:9]([NH:12][C:13]([C:15]2[C:16]3[CH:23]=[CH:22][CH:21]=[CH:20][C:17]=3[O:18][CH:19]=2)=[O:14])=[C:8]([Cl:24])[CH:7]=1)C.[OH-].[Na+].Cl, predict the reaction product. The product is: [O:18]1[CH:19]=[C:15]([C:13]([NH:12][C:9]2[CH:10]=[CH:11][C:6]([CH2:5][C:4]([OH:25])=[O:3])=[CH:7][C:8]=2[Cl:24])=[O:14])[C:16]2[CH:23]=[CH:22][CH:21]=[CH:20][C:17]1=2.